This data is from Catalyst prediction with 721,799 reactions and 888 catalyst types from USPTO. The task is: Predict which catalyst facilitates the given reaction. (1) Reactant: [Li+].C[Si]([N-][Si](C)(C)C)(C)C.[CH3:11][C:12]1[N:17]=[C:16]([CH2:18][N:19]2[C:27]3[CH:26]=[CH:25][CH:24]=[C:23]([NH2:28])[C:22]=3[CH:21]=[N:20]2)[CH:15]=[CH:14][CH:13]=1.[CH3:29][N:30]1[CH2:35][CH2:34][N:33]([CH2:36][CH2:37][O:38][C:39]2[CH:44]=[CH:43][N:42]3[C:45]([C:48](OCC)=[O:49])=[CH:46][N:47]=[C:41]3[CH:40]=2)[CH2:32][CH2:31]1. Product: [CH3:29][N:30]1[CH2:31][CH2:32][N:33]([CH2:36][CH2:37][O:38][C:39]2[CH:44]=[CH:43][N:42]3[C:45]([C:48]([NH:28][C:23]4[CH:24]=[CH:25][CH:26]=[C:27]5[C:22]=4[CH:21]=[N:20][N:19]5[CH2:18][C:16]4[CH:15]=[CH:14][CH:13]=[C:12]([CH3:11])[N:17]=4)=[O:49])=[CH:46][N:47]=[C:41]3[CH:40]=2)[CH2:34][CH2:35]1. The catalyst class is: 554. (2) Reactant: [NH:1]1[C:5]2[CH:6]=[CH:7][CH:8]=[CH:9][C:4]=2[N:3]=[C:2]1[C:10]1[C:11]([NH2:15])=[N:12][O:13][N:14]=1.[H-].[Na+].[CH3:18][Si:19]([CH3:26])([CH3:25])[CH2:20][CH2:21][O:22][CH2:23]Cl. Product: [CH3:18][Si:19]([CH3:26])([CH3:25])[CH2:20][CH2:21][O:22][CH2:23][N:3]1[C:4]2[CH:9]=[CH:8][CH:7]=[CH:6][C:5]=2[N:1]=[C:2]1[C:10]1[C:11]([NH2:15])=[N:12][O:13][N:14]=1. The catalyst class is: 54. (3) Reactant: [C:1]([O:5][C:6](=[O:17])[NH:7][CH2:8][C:9]1[CH:14]=[CH:13][C:12]([CH2:15][NH2:16])=[CH:11][CH:10]=1)([CH3:4])([CH3:3])[CH3:2].[CH:18](=O)[CH2:19][CH3:20].C([O-])([O-])=O.[K+].[K+].[BH4-].[Na+]. Product: [CH2:18]([NH:16][CH2:15][C:12]1[CH:11]=[CH:10][C:9]([CH2:8][NH:7][C:6](=[O:17])[O:5][C:1]([CH3:4])([CH3:2])[CH3:3])=[CH:14][CH:13]=1)[CH2:19][CH3:20]. The catalyst class is: 5. (4) The catalyst class is: 2. Reactant: [C:1]([NH:5][C:6]1[CH:11]=[C:10]([N:12]2[CH2:17][CH2:16][N:15]([CH2:18][CH2:19][NH:20]C(OC(C)(C)C)=O)[CH2:14][CH2:13]2)[CH:9]=[CH:8][C:7]=1[N:28]([C:36]1[CH:41]=[C:40]([N:42]([CH3:66])[C:43]([N:45]([C:54]2[C:59]([Cl:60])=[C:58]([O:61][CH3:62])[CH:57]=[C:56]([O:63][CH3:64])[C:55]=2[Cl:65])COCC[Si](C)(C)C)=[O:44])[N:39]=[CH:38][N:37]=1)C(=O)OC(C)(C)C)(=[O:4])[CH:2]=[CH2:3].C(O)(C(F)(F)F)=O. Product: [NH2:20][CH2:19][CH2:18][N:15]1[CH2:16][CH2:17][N:12]([C:10]2[CH:9]=[CH:8][C:7]([NH:28][C:36]3[CH:41]=[C:40]([N:42]([CH3:66])[C:43]([NH:45][C:54]4[C:59]([Cl:60])=[C:58]([O:61][CH3:62])[CH:57]=[C:56]([O:63][CH3:64])[C:55]=4[Cl:65])=[O:44])[N:39]=[CH:38][N:37]=3)=[C:6]([NH:5][C:1](=[O:4])[CH:2]=[CH2:3])[CH:11]=2)[CH2:13][CH2:14]1. (5) Reactant: C(OC([N:8]1[C@H:13]([C:14](=[O:26])[NH:15][C@@H:16]([C:18]2[CH:23]=[CH:22][CH:21]=[C:20]([Cl:24])[C:19]=2[F:25])[CH3:17])[CH2:12][C@@H:11]2[C@H:9]1[CH2:10]2)=O)(C)(C)C.[C:27]([OH:33])([C:29]([F:32])([F:31])[F:30])=[O:28]. Product: [F:30][C:29]([F:32])([F:31])[C:27]([OH:33])=[O:28].[Cl:24][C:20]1[C:19]([F:25])=[C:18]([C@H:16]([NH:15][C:14]([C@@H:13]2[CH2:12][C@@H:11]3[C@@H:9]([CH2:10]3)[NH:8]2)=[O:26])[CH3:17])[CH:23]=[CH:22][CH:21]=1. The catalyst class is: 2. (6) Product: [CH3:1][O:2][C:3]1[CH:4]=[C:5]([NH:11][C:12]2[C:13]3[N:38]=[CH:37][S:36][C:14]=3[N:15]=[C:16]([C:18]3[CH:19]=[C:20]([CH:33]=[CH:34][CH:35]=3)[CH2:21][CH2:22][C:23]3[CH:32]=[CH:31][C:26]([C:27]([OH:29])=[O:28])=[CH:25][CH:24]=3)[N:17]=2)[CH:6]=[CH:7][C:8]=1[O:9][CH3:10]. The catalyst class is: 38. Reactant: [CH3:1][O:2][C:3]1[CH:4]=[C:5]([NH:11][C:12]2[C:13]3[N:38]=[CH:37][S:36][C:14]=3[N:15]=[C:16]([C:18]3[CH:19]=[C:20]([CH:33]=[CH:34][CH:35]=3)[CH2:21][CH2:22][C:23]3[CH:32]=[CH:31][C:26]([C:27]([O:29]C)=[O:28])=[CH:25][CH:24]=3)[N:17]=2)[CH:6]=[CH:7][C:8]=1[O:9][CH3:10].[OH-].[Na+].Cl. (7) Reactant: [CH3:1][C:2]1([CH3:21])[O:6][CH:5]([CH2:7][O:8][C:9]2[CH:14]=[CH:13][N:12]3[C:15]([C:18]([OH:20])=O)=[CH:16][N:17]=[C:11]3[CH:10]=2)[CH2:4][O:3]1.ClC1C=C(Cl)C=C(Cl)C=1C(Cl)=O.C(N(CC)CC)C.[CH2:41]([C:43]1[C:51]2[C:50]([NH2:52])=[CH:49][CH:48]=[CH:47][C:46]=2[N:45]([CH2:53][C:54]2[CH:59]=[CH:58][CH:57]=[C:56]([CH3:60])[N:55]=2)[N:44]=1)[CH3:42].C[Si]([N-][Si](C)(C)C)(C)C.[Li+]. Product: [CH3:21][C:2]1([CH3:1])[O:6][CH:5]([CH2:7][O:8][C:9]2[CH:14]=[CH:13][N:12]3[C:15]([C:18]([NH:52][C:50]4[CH:49]=[CH:48][CH:47]=[C:46]5[C:51]=4[C:43]([CH2:41][CH3:42])=[N:44][N:45]5[CH2:53][C:54]4[CH:59]=[CH:58][CH:57]=[C:56]([CH3:60])[N:55]=4)=[O:20])=[CH:16][N:17]=[C:11]3[CH:10]=2)[CH2:4][O:3]1. The catalyst class is: 7. (8) Reactant: [NH2:1][C:2]1[CH:3]=[CH:4][C:5]2[NH:9][C:8](=[O:10])[N:7]([CH3:11])[C:6]=2[CH:12]=1.C(O/[CH:16]=[C:17](\[C:23](=[O:30])[NH:24][C:25](OCC)=[O:26])/[C:18]([O:20][CH2:21][CH3:22])=[O:19])C.CC(C)([O-])C.[K+].Cl. Product: [CH3:11][N:7]1[C:6]2[CH:12]=[C:2]([N:1]3[CH:16]=[C:17]([C:18]([O:20][CH2:21][CH3:22])=[O:19])[C:23](=[O:30])[NH:24][C:25]3=[O:26])[CH:3]=[CH:4][C:5]=2[NH:9][C:8]1=[O:10]. The catalyst class is: 40. (9) Reactant: CN(C=O)C.[CH:6]1([N:11]2[C:20]3[C:15](=[CH:16][C:17]([F:22])=[C:18]([F:21])[CH:19]=3)[C:14](=[O:23])[NH:13][C:12]2=[O:24])[CH2:10][CH2:9][CH2:8][CH2:7]1.C(=O)([O-])[O-].[K+].[K+].Br[CH2:32][C:33]([O:35][CH2:36][CH3:37])=[O:34]. Product: [CH:6]1([N:11]2[C:20]3[C:15](=[CH:16][C:17]([F:22])=[C:18]([F:21])[CH:19]=3)[C:14](=[O:23])[N:13]([CH2:32][C:33]([O:35][CH2:36][CH3:37])=[O:34])[C:12]2=[O:24])[CH2:7][CH2:8][CH2:9][CH2:10]1. The catalyst class is: 6. (10) Reactant: C([O:3][C:4](=[O:21])[CH2:5][O:6][C:7]1[CH:12]=[CH:11][C:10]([C:13]2[CH2:18][CH2:17][C:16](=[O:19])[NH:15][N:14]=2)=[CH:9][C:8]=1[Cl:20])C.[OH-].[Na+].O.Cl. Product: [Cl:20][C:8]1[CH:9]=[C:10]([C:13]2[CH2:18][CH2:17][C:16](=[O:19])[NH:15][N:14]=2)[CH:11]=[CH:12][C:7]=1[O:6][CH2:5][C:4]([OH:21])=[O:3]. The catalyst class is: 1.